This data is from Reaction yield outcomes from USPTO patents with 853,638 reactions. The task is: Predict the reaction yield, written as a fraction of the theoretical maximum amount of product (1.0 means a 100% yield; for example, 0.34 means a 34% yield). (1) The reactants are [CH3:1][C:2]1[CH:7]=[CH:6][C:5]([S:8]([O:11][CH2:12][C@@H:13]2[O:19][C:18]3[C:20]([C:25]4[C:30]([Cl:31])=[CH:29][CH:28]=[CH:27][C:26]=4[Cl:32])=[CH:21][C:22]([F:24])=[CH:23][C:17]=3[CH2:16][CH:15]=[CH:14]2)(=[O:10])=[O:9])=[CH:4][CH:3]=1.[H][H]. The catalyst is C(OCC)(=O)C.C(O)C.[Pt](=O)=O. The product is [CH3:1][C:2]1[CH:7]=[CH:6][C:5]([S:8]([O:11][CH2:12][C@@H:13]2[O:19][C:18]3[C:20]([C:25]4[C:30]([Cl:31])=[CH:29][CH:28]=[CH:27][C:26]=4[Cl:32])=[CH:21][C:22]([F:24])=[CH:23][C:17]=3[CH2:16][CH2:15][CH2:14]2)(=[O:10])=[O:9])=[CH:4][CH:3]=1. The yield is 0.850. (2) The reactants are C(N(CC)C(C)C)(C)C.Cl.[C:11]1([NH:17][NH2:18])[CH:16]=[CH:15][CH:14]=[CH:13][CH:12]=1.[CH3:19][C:20]([CH3:27])([CH3:26])[C:21](=O)[CH2:22][C:23]#[N:24]. The catalyst is C(O)C. The product is [C:20]([C:21]1[CH:22]=[C:23]([NH2:24])[N:17]([C:11]2[CH:16]=[CH:15][CH:14]=[CH:13][CH:12]=2)[N:18]=1)([CH3:27])([CH3:26])[CH3:19]. The yield is 0.700. (3) The reactants are C1([Mg]Cl)CCCCC1.I[C:10]1[CH:15]=[CH:14][CH:13]=[CH:12][N:11]=1.[NH2:16][C:17]1[N:21]([C:22]2[CH:23]=[C:24]([CH:31]=[CH:32][C:33]=2[CH3:34])[C:25]([NH:27][CH:28]2[CH2:30][CH2:29]2)=[O:26])[N:20]=[CH:19][C:18]=1[C:35]#N.C1C[O:40]CC1. No catalyst specified. The product is [NH2:16][C:17]1[N:21]([C:22]2[CH:23]=[C:24]([CH:31]=[CH:32][C:33]=2[CH3:34])[C:25]([NH:27][CH:28]2[CH2:30][CH2:29]2)=[O:26])[N:20]=[CH:19][C:18]=1[C:35]([C:10]1[CH:15]=[CH:14][CH:13]=[CH:12][N:11]=1)=[O:40]. The yield is 0.330. (4) The reactants are C([O:3][C:4](=[O:30])[CH2:5][O:6][C:7]1[CH:12]=[CH:11][C:10]([O:13][CH2:14][CH2:15][C:16]2[N:17]=[C:18]([C:22]3[CH:27]=[CH:26][CH:25]=[CH:24][CH:23]=3)[O:19][C:20]=2[CH3:21])=[C:9]([CH2:28][CH3:29])[CH:8]=1)C.[OH-].[Na+]. The catalyst is C(O)C. The product is [CH2:28]([C:9]1[CH:8]=[C:7]([CH:12]=[CH:11][C:10]=1[O:13][CH2:14][CH2:15][C:16]1[N:17]=[C:18]([C:22]2[CH:23]=[CH:24][CH:25]=[CH:26][CH:27]=2)[O:19][C:20]=1[CH3:21])[O:6][CH2:5][C:4]([OH:30])=[O:3])[CH3:29]. The yield is 0.810.